The task is: Predict the reactants needed to synthesize the given product.. This data is from Full USPTO retrosynthesis dataset with 1.9M reactions from patents (1976-2016). (1) Given the product [C:1]1([C:21]2[CH:22]=[CH:23][CH:24]=[CH:25][CH:26]=2)[CH:6]=[CH:5][C:4]([C:7]2[C:20]3[C:15]([C:14]([Br:27])=[C:13]4[C:8]=2[CH:9]=[CH:10][CH:11]=[CH:12]4)=[CH:16][CH:17]=[CH:18][CH:19]=3)=[CH:3][CH:2]=1, predict the reactants needed to synthesize it. The reactants are: [C:1]1([C:21]2[CH:26]=[CH:25][CH:24]=[CH:23][CH:22]=2)[CH:6]=[CH:5][C:4]([C:7]2[C:8]3[C:13]([CH:14]=[C:15]4[C:20]=2[CH:19]=[CH:18][CH:17]=[CH:16]4)=[CH:12][CH:11]=[CH:10][CH:9]=3)=[CH:3][CH:2]=1.[Br:27]Br.S([O-])([O-])(=O)=S.[Na+].[Na+]. (2) Given the product [Si:1]([O:8][C@H:9]1[CH2:18][C:17]2([CH2:19][CH2:20][CH2:21]2)[CH2:16][C:15]2[N:14]=[C:13]([CH:22]3[CH2:27][CH2:26][O:25][CH2:24][CH2:23]3)[C:12]([C@H:28]([C:37]3[CH:42]=[N:41][C:40]([C:43]([F:46])([F:45])[F:44])=[CH:39][CH:38]=3)[OH:29])=[C:11]([C:30]3[CH2:31][CH2:32][O:33][CH2:34][CH:35]=3)[C:10]1=2)([C:4]([CH3:7])([CH3:5])[CH3:6])([CH3:2])[CH3:3], predict the reactants needed to synthesize it. The reactants are: [Si:1]([O:8][C@H:9]1[CH2:18][C:17]2([CH2:21][CH2:20][CH2:19]2)[CH2:16][C:15]2[N:14]=[C:13]([CH:22]3[CH2:27][CH2:26][O:25][CH2:24][CH2:23]3)[C:12]([CH:28]=[O:29])=[C:11]([C:30]3[CH2:31][CH2:32][O:33][CH2:34][CH:35]=3)[C:10]1=2)([C:4]([CH3:7])([CH3:6])[CH3:5])([CH3:3])[CH3:2].Br[C:37]1[CH:38]=[CH:39][C:40]([C:43]([F:46])([F:45])[F:44])=[N:41][CH:42]=1. (3) Given the product [N:19]1([C:9]2[S:10][C@H:11]3[O:12][C@H:13]([CH2:14][OH:15])[C@@H:5]([OH:4])[C@H:6]([OH:23])[C@H:7]3[N:8]=2)[CH2:22][CH2:21][CH2:20]1, predict the reactants needed to synthesize it. The reactants are: C([O:4][C@@H:5]1[C@@H:13]([CH2:14][O:15]C(=O)C)[O:12][C@H:11]2[C@H:7]([N:8]=[C:9]([N:19]3[CH2:22][CH2:21][CH2:20]3)[S:10]2)[C@H:6]1[O:23]C(=O)C)(=O)C.C(=O)([O-])[O-].[K+].[K+].